Dataset: Reaction yield outcomes from USPTO patents with 853,638 reactions. Task: Predict the reaction yield, written as a fraction of the theoretical maximum amount of product (1.0 means a 100% yield; for example, 0.34 means a 34% yield). (1) The reactants are [F:1][C:2]1[CH:7]=[C:6]([F:8])[CH:5]=[CH:4][C:3]=1[NH:9][C:10](=[O:15])[CH2:11][CH2:12][C:13]#[CH:14].[O:16](C(OC(C)(C)C)=O)[C:17]([O:19][C:20]([CH3:23])([CH3:22])[CH3:21])=O. No catalyst specified. The product is [F:1][C:2]1[CH:7]=[C:6]([F:8])[CH:5]=[CH:4][C:3]=1[N:9]([C:10](=[O:15])[CH2:11][CH2:12][C:13]#[CH:14])[C:17](=[O:16])[O:19][C:20]([CH3:23])([CH3:22])[CH3:21]. The yield is 0.990. (2) The reactants are [C:1]([C:4]1[CH:5]=[N:6][C:7]([N:10]2[CH2:15][CH2:14][N:13](C(OC(C)(C)C)=O)[CH2:12][CH2:11]2)=[N:8][CH:9]=1)(=[O:3])[CH3:2].C(OCC(F)(F)F)(=O)C.C(=O)([O-])[O-].[Na+].[Na+]. The catalyst is ClCCl. The product is [N:10]1([C:7]2[N:6]=[CH:5][C:4]([C:1](=[O:3])[CH3:2])=[CH:9][N:8]=2)[CH2:15][CH2:14][NH:13][CH2:12][CH2:11]1. The yield is 1.00. (3) The reactants are CS(O)(=O)=O.[NH2:6][CH2:7][C:8]1[CH:9]=[C:10]2[C:14](=[CH:15][CH:16]=1)[C:13](=[O:17])[N:12]([CH:18]1[CH2:23][CH2:22][C:21](=[O:24])[NH:20][C:19]1=[O:25])[CH2:11]2.[C:26]1([CH3:35])[CH:31]=[CH:30][C:29]([N:32]=[C:33]=[O:34])=[CH:28][CH:27]=1.Cl. The catalyst is C(#N)C. The product is [O:25]=[C:19]1[CH:18]([N:12]2[CH2:11][C:10]3[C:14](=[CH:15][CH:16]=[C:8]([CH2:7][NH:6][C:33]([NH:32][C:29]4[CH:30]=[CH:31][C:26]([CH3:35])=[CH:27][CH:28]=4)=[O:34])[CH:9]=3)[C:13]2=[O:17])[CH2:23][CH2:22][C:21](=[O:24])[NH:20]1. The yield is 0.460. (4) The reactants are [F:1][C:2]([F:18])([F:17])[C:3]1[CH:8]=[CH:7][C:6]([C:9]2([CH:15]=O)[CH2:14][CH2:13][CH2:12][CH2:11][CH2:10]2)=[CH:5][CH:4]=1.[CH3:19][NH:20][CH3:21]. No catalyst specified. The product is [CH3:19][N:20]([CH3:21])[CH2:15][C:9]1([C:6]2[CH:7]=[CH:8][C:3]([C:2]([F:18])([F:17])[F:1])=[CH:4][CH:5]=2)[CH2:14][CH2:13][CH2:12][CH2:11][CH2:10]1. The yield is 0.330. (5) The reactants are [F:1][C:2]([F:12])([F:11])[O:3][C:4]1[CH:10]=[CH:9][C:7]([NH2:8])=[CH:6][CH:5]=1.Cl[C:14]1[CH:23]=[C:22]([N:24]2[CH:28]=[CH:27][C:26]([C:29]([F:32])([F:31])[F:30])=[N:25]2)[C:21]2[C:16](=[CH:17][CH:18]=[CH:19][CH:20]=2)[N:15]=1. The catalyst is CC(O)C. The product is [F:1][C:2]([F:11])([F:12])[O:3][C:4]1[CH:10]=[CH:9][C:7]([NH:8][C:14]2[CH:23]=[C:22]([N:24]3[CH:28]=[CH:27][C:26]([C:29]([F:32])([F:30])[F:31])=[N:25]3)[C:21]3[C:16](=[CH:17][CH:18]=[CH:19][CH:20]=3)[N:15]=2)=[CH:6][CH:5]=1. The yield is 0.400. (6) The reactants are [C:1]([NH:4][C:5]1[CH:10]=[C:9]([C:11]2[O:12][C:13]([C:20]3[CH:25]=[CH:24][CH:23]=[CH:22][C:21]=3[Cl:26])=[C:14]([C:16]([O:18]C)=[O:17])[N:15]=2)[C:8]([CH3:27])=[CH:7][N:6]=1)(=[O:3])[CH3:2].C1COCC1.[OH-].[Na+]. The catalyst is CO. The product is [C:1]([NH:4][C:5]1[CH:10]=[C:9]([C:11]2[O:12][C:13]([C:20]3[CH:25]=[CH:24][CH:23]=[CH:22][C:21]=3[Cl:26])=[C:14]([C:16]([OH:18])=[O:17])[N:15]=2)[C:8]([CH3:27])=[CH:7][N:6]=1)(=[O:3])[CH3:2]. The yield is 0.640.